From a dataset of Full USPTO retrosynthesis dataset with 1.9M reactions from patents (1976-2016). Predict the reactants needed to synthesize the given product. (1) Given the product [N:39]([C@H:14]1[CH2:15][C@H:10]([O:9][C:1](=[O:8])[C:2]2[CH:7]=[CH:6][CH:5]=[CH:4][CH:3]=2)[CH2:11][N:12]([C:17]([O:19][CH2:20][C:21]2[CH:26]=[CH:25][CH:24]=[CH:23][CH:22]=2)=[O:18])[CH2:13]1)=[N+:40]=[N-:41], predict the reactants needed to synthesize it. The reactants are: [C:1]([O:9][C@H:10]1[CH2:15][C@@H:14](O)[CH2:13][N:12]([C:17]([O:19][CH2:20][C:21]2[CH:26]=[CH:25][CH:24]=[CH:23][CH:22]=2)=[O:18])[CH2:11]1)(=[O:8])[C:2]1[CH:7]=[CH:6][CH:5]=[CH:4][CH:3]=1.C(N(CC)CC)C.CS(Cl)(=O)=O.[N-:39]=[N+:40]=[N-:41].[Na+]. (2) Given the product [CH3:12][N:1]1[C:7]2[CH:8]=[CH:9][CH:10]=[CH:11][C:6]=2[CH:5]=[CH:4][CH:3]=[N:2]1, predict the reactants needed to synthesize it. The reactants are: [NH:1]1[C:7]2[CH:8]=[CH:9][CH:10]=[CH:11][C:6]=2[CH:5]=[CH:4][CH:3]=[N:2]1.[CH3:12]I.[H-].[Na+]. (3) Given the product [Cl:21][C:20]1[C:15]([N:12]2[C:13]([CH3:14])=[C:9]([C:7]([OH:8])=[O:6])[CH:10]=[N:11]2)=[N:16][CH:17]=[C:18]([CH:22]2[CH2:23][CH2:24]2)[CH:19]=1, predict the reactants needed to synthesize it. The reactants are: O.[OH-].[Na+].C([O:6][C:7]([C:9]1[CH:10]=[N:11][N:12]([C:15]2[C:20]([Cl:21])=[CH:19][C:18]([CH:22]3[CH2:24][CH2:23]3)=[CH:17][N:16]=2)[C:13]=1[CH3:14])=[O:8])C.Cl.